From a dataset of Forward reaction prediction with 1.9M reactions from USPTO patents (1976-2016). Predict the product of the given reaction. (1) Given the reactants [F:1][C:2]1[CH:3]=[C:4]([CH:23]=[CH:24][CH:25]=1)[CH2:5][O:6][C:7]1[CH:12]=[CH:11][C:10]([C:13]2([CH2:17][C:18]([O:20]CC)=[O:19])[CH2:16][O:15][CH2:14]2)=[CH:9][CH:8]=1, predict the reaction product. The product is: [F:1][C:2]1[CH:3]=[C:4]([CH:23]=[CH:24][CH:25]=1)[CH2:5][O:6][C:7]1[CH:8]=[CH:9][C:10]([C:13]2([CH2:17][C:18]([OH:20])=[O:19])[CH2:16][O:15][CH2:14]2)=[CH:11][CH:12]=1. (2) Given the reactants [F:1][C:2]1[CH:3]=[C:4](/[CH:9]=[CH:10]/[C:11]([N:13]2[CH2:19][CH2:18][C:17](=[O:20])[N:16]([CH2:21][CH:22]3[CH2:24][O:23]3)[CH2:15][CH2:14]2)=[O:12])[CH:5]=[CH:6][C:7]=1[F:8].[NH:25]1[CH2:30][CH2:29][CH2:28][CH2:27][CH2:26]1, predict the reaction product. The product is: [F:1][C:2]1[CH:3]=[C:4](/[CH:9]=[CH:10]/[C:11]([N:13]2[CH2:19][CH2:18][C:17](=[O:20])[N:16]([CH2:21][CH:22]([OH:23])[CH2:24][N:25]3[CH2:30][CH2:29][CH2:28][CH2:27][CH2:26]3)[CH2:15][CH2:14]2)=[O:12])[CH:5]=[CH:6][C:7]=1[F:8]. (3) Given the reactants [C:1]([CH2:3][CH2:4][CH2:5][CH2:6][S:7]([NH:10][CH3:11])(=[O:9])=[O:8])#[N:2], predict the reaction product. The product is: [NH2:2][CH2:1][CH2:3][CH2:4][CH2:5][CH2:6][S:7]([NH:10][CH3:11])(=[O:9])=[O:8]. (4) Given the reactants [CH3:1][C:2]1[C:3](=[O:8])[O:4][C:5](=[O:7])[CH:6]=1.[Br:9]Br, predict the reaction product. The product is: [Br:9][C:6]1[C:5](=[O:7])[O:4][C:3](=[O:8])[C:2]=1[CH3:1]. (5) Given the reactants [H-].[Na+].[CH3:3][O:4][C:5](=[O:19])[C:6]1[CH:11]=[CH:10][C:9]([CH:12]2CN[C:15](=O)[NH:14][CH2:13]2)=[CH:8][CH:7]=1.CI.[CH3:22][N:23]([CH:25]=[O:26])[CH3:24], predict the reaction product. The product is: [CH3:3][O:4][C:5](=[O:19])[C:6]1[CH:11]=[CH:10][C:9]([CH:12]2[CH2:13][N:14]([CH3:15])[C:25](=[O:26])[N:23]([CH3:24])[CH2:22]2)=[CH:8][CH:7]=1. (6) Given the reactants Cl.Cl.Cl.[O:4]1[C:12]2[CH:11]=[CH:10][N:9]=[C:8]([N:13]3[CH2:18][CH2:17][N:16]([CH2:19][CH2:20][C@H:21]4[CH2:26][CH2:25][C@H:24]([NH2:27])[CH2:23][CH2:22]4)[CH2:15][CH2:14]3)[C:7]=2[CH2:6][CH2:5]1.[CH:28]1([CH2:32][C:33](O)=[O:34])[CH2:31][CH2:30][CH2:29]1, predict the reaction product. The product is: [CH:28]1([CH2:32][C:33]([NH:27][C@H:24]2[CH2:25][CH2:26][C@H:21]([CH2:20][CH2:19][N:16]3[CH2:17][CH2:18][N:13]([C:8]4[C:7]5[CH2:6][CH2:5][O:4][C:12]=5[CH:11]=[CH:10][N:9]=4)[CH2:14][CH2:15]3)[CH2:22][CH2:23]2)=[O:34])[CH2:31][CH2:30][CH2:29]1.